Dataset: Catalyst prediction with 721,799 reactions and 888 catalyst types from USPTO. Task: Predict which catalyst facilitates the given reaction. (1) Reactant: C[O:2][C:3]([C:5]1[CH:9]=[C:8]([C:10]2[S:11][C:12]([C:15]3[CH:20]=[CH:19][CH:18]=[C:17]([S:21]([CH3:24])(=[O:23])=[O:22])[CH:16]=3)=[CH:13][CH:14]=2)[N:7]([C:25]2[CH:30]=[CH:29][CH:28]=[CH:27][C:26]=2[Cl:31])[N:6]=1)=[O:4].[OH-].[Na+]. Product: [Cl:31][C:26]1[CH:27]=[CH:28][CH:29]=[CH:30][C:25]=1[N:7]1[C:8]([C:10]2[S:11][C:12]([C:15]3[CH:20]=[CH:19][CH:18]=[C:17]([S:21]([CH3:24])(=[O:22])=[O:23])[CH:16]=3)=[CH:13][CH:14]=2)=[CH:9][C:5]([C:3]([OH:4])=[O:2])=[N:6]1. The catalyst class is: 5. (2) Reactant: [OH:1][C:2]1[CH:7]=[CH:6][C:5]([CH:8]2[CH2:12][C:11]3([CH2:17][CH2:16][N:15]([C:18]([O:20][C:21]([CH3:24])([CH3:23])[CH3:22])=[O:19])[CH2:14][CH2:13]3)[O:10][CH2:9]2)=[CH:4][CH:3]=1.CO.[C:27](=[O:29])=[O:28]. Product: [OH:1][C:2]1[CH:7]=[CH:6][C:5]([C@H:8]2[CH2:12][C:11]3([CH2:13][CH2:14][N:15]([C:18]([O:20][C:21]([CH3:24])([CH3:23])[CH3:22])=[O:19])[CH2:16][CH2:17]3)[O:10][CH2:9]2)=[CH:4][CH:3]=1.[CH3:27][OH:28].[C:27](=[O:29])=[O:28]. The catalyst class is: 5. (3) Reactant: [CH:1]([C:5]1[CH:10]=[CH:9][N:8]=[C:7]([C:11]2[N:19]([CH2:20][C:21]3[CH:26]=[CH:25][C:24]([C:27]([F:30])([F:29])[F:28])=[CH:23][CH:22]=3)[C:18]3[C:13](=[N:14][C:15]([C:38]([O:40]C)=[O:39])=[N:16][C:17]=3[NH:31][C@@H:32]([CH:34]3[CH2:37][CH2:36][CH2:35]3)[CH3:33])[N:12]=2)[CH:6]=1)([CH2:3][CH3:4])[CH3:2].C1COCC1.[OH-].[Li+].C(O)(C(F)(F)F)=O. Product: [CH:1]([C:5]1[CH:10]=[CH:9][N:8]=[C:7]([C:11]2[N:19]([CH2:20][C:21]3[CH:26]=[CH:25][C:24]([C:27]([F:30])([F:29])[F:28])=[CH:23][CH:22]=3)[C:18]3[C:13](=[N:14][C:15]([C:38]([OH:40])=[O:39])=[N:16][C:17]=3[NH:31][C@@H:32]([CH:34]3[CH2:35][CH2:36][CH2:37]3)[CH3:33])[N:12]=2)[CH:6]=1)([CH2:3][CH3:4])[CH3:2]. The catalyst class is: 72. (4) Reactant: [Cl:1][C:2]1[CH:9]=[CH:8][CH:7]=[C:6]([CH3:10])[C:3]=1[C:4]#[N:5].C1C(=O)N([Br:18])C(=O)C1.C(OOC(=O)C1C=CC=CC=1)(=O)C1C=CC=CC=1. Product: [Cl:1][C:2]1[CH:9]=[CH:8][CH:7]=[C:6]([CH2:10][Br:18])[C:3]=1[C:4]#[N:5]. The catalyst class is: 53. (5) Reactant: Cl.[OH:2][NH:3][C:4]([CH:6]1[CH:11]2[CH2:12][CH2:13][N:8]([CH2:9][CH2:10]2)[CH2:7]1)=[NH:5].[N:14]1[CH:19]=[CH:18][CH:17]=[C:16]([C:20]2[O:24][C:23]([C:25]([O-])=O)=[N:22][CH:21]=2)[CH:15]=1.[Li+].C(N(CC)C(C)C)(C)C.F[B-](F)(F)F.N1(OC(N(C)C)=[N+](C)C)C2C=CC=CC=2N=N1.O.ON1C2C=CC=CC=2N=N1. Product: [N:14]1[CH:19]=[CH:18][CH:17]=[C:16]([C:20]2[O:24][C:23]([C:25]3[O:2][N:3]=[C:4]([CH:6]4[CH:11]5[CH2:10][CH2:9][N:8]([CH2:13][CH2:12]5)[CH2:7]4)[N:5]=3)=[N:22][CH:21]=2)[CH:15]=1. The catalyst class is: 3. (6) Reactant: [OH-:1].[K+].C([O:5][C:6](=[O:43])[C:7]([CH3:42])([CH3:41])[CH2:8][CH2:9][CH2:10][CH2:11][CH2:12][CH2:13][C:14]([N+]#[C-])(S(C1C=CC(C)=CC=1)(=O)=O)[CH2:15][CH2:16][CH2:17][CH2:18][CH2:19][CH2:20][C:21]([CH3:28])([CH3:27])[C:22]([O:24]CC)=[O:23])C. Product: [CH3:41][C:7]([CH3:42])([CH2:8][CH2:9][CH2:10][CH2:11][CH2:12][CH2:13][C:14](=[O:1])[CH2:15][CH2:16][CH2:17][CH2:18][CH2:19][CH2:20][C:21]([CH3:28])([CH3:27])[C:22]([OH:24])=[O:23])[C:6]([OH:5])=[O:43]. The catalyst class is: 97. (7) Reactant: [F:1][C:2]1([F:11])[CH2:7][CH2:6][CH:5]([C:8](O)=[O:9])[CH2:4][CH2:3]1.CN(C=O)C.S(Cl)([Cl:19])=O. Product: [F:1][C:2]1([F:11])[CH2:7][CH2:6][CH:5]([C:8]([Cl:19])=[O:9])[CH2:4][CH2:3]1. The catalyst class is: 11. (8) Reactant: Br[CH2:2][CH2:3][C:4]1[C:12]2[C:7](=[CH:8][CH:9]=[CH:10][CH:11]=2)[NH:6][CH:5]=1.[CH:13]1[NH:14][CH:15]=[C:16]2[C:21]=1[CH:20]=[CH:19][CH:18]=[CH:17]2. Product: [CH2:13]1[C:21]2[C:16](=[CH:17][CH:18]=[CH:19][CH:20]=2)[CH2:15][N:14]1[CH2:2][CH2:3][C:4]1[C:12]2[C:7](=[CH:8][CH:9]=[CH:10][CH:11]=2)[NH:6][CH:5]=1. The catalyst class is: 12. (9) Reactant: [CH3:1][O:2][C:3]1[CH:45]=[CH:44][C:6]([CH2:7][N:8]([CH2:35][C:36]2[CH:41]=[CH:40][C:39]([O:42][CH3:43])=[CH:38][CH:37]=2)[C:9]2[N:14]=[C:13]([CH3:15])[N:12]=[C:11]([C:16]3[CH:17]=[C:18]([CH:32](O)[CH3:33])[CH:19]=[N:20][C:21]=3[NH:22][C:23]3[CH:24]=[N:25][C:26]([O:30][CH3:31])=[C:27]([F:29])[CH:28]=3)[N:10]=2)=[CH:5][CH:4]=1.C(N(CC)CC)C.CS(Cl)(=O)=O.[CH3:58][S:59]([N:62]1[CH2:67][CH2:66][NH:65][CH2:64][CH2:63]1)(=[O:61])=[O:60]. Product: [F:29][C:27]1[CH:28]=[C:23]([NH:22][C:21]2[C:16]([C:11]3[N:12]=[C:13]([CH3:15])[N:14]=[C:9]([N:8]([CH2:7][C:6]4[CH:44]=[CH:45][C:3]([O:2][CH3:1])=[CH:4][CH:5]=4)[CH2:35][C:36]4[CH:37]=[CH:38][C:39]([O:42][CH3:43])=[CH:40][CH:41]=4)[N:10]=3)=[CH:17][C:18]([CH:32]([N:65]3[CH2:66][CH2:67][N:62]([S:59]([CH3:58])(=[O:61])=[O:60])[CH2:63][CH2:64]3)[CH3:33])=[CH:19][N:20]=2)[CH:24]=[N:25][C:26]=1[O:30][CH3:31]. The catalyst class is: 34. (10) Reactant: [Cl:1][CH2:2][CH2:3][CH2:4][C:5](Cl)=[O:6].[NH2:8][C:9]1[CH:10]=[C:11]([CH:24]=[CH:25][CH:26]=1)[CH2:12][C:13]1[C:22]2[C:17](=[CH:18][CH:19]=[CH:20][CH:21]=2)[C:16](=[O:23])[NH:15][N:14]=1.C(N(CC)CC)C. Product: [Cl:1][CH2:2][CH2:3][CH2:4][C:5]([NH:8][C:9]1[CH:26]=[CH:25][CH:24]=[C:11]([CH2:12][C:13]2[C:22]3[C:17](=[CH:18][CH:19]=[CH:20][CH:21]=3)[C:16](=[O:23])[NH:15][N:14]=2)[CH:10]=1)=[O:6]. The catalyst class is: 12.